Dataset: Full USPTO retrosynthesis dataset with 1.9M reactions from patents (1976-2016). Task: Predict the reactants needed to synthesize the given product. Given the product [CH2:22]([O:21][CH:16]1[CH2:17][CH2:18][CH2:19][CH2:20][CH:15]1[NH:14][C:13]([C:11]1[N:10]([CH2:30][C:31](=[O:47])[NH:32][CH:33]2[CH2:38][CH2:37][CH2:36][CH2:35][CH:34]2[O:39][CH2:40][C:41]2[CH:46]=[CH:45][CH:44]=[CH:43][CH:42]=2)[N:9]=[C:8]([NH2:7])[CH:12]=1)=[O:29])[C:23]1[CH:24]=[CH:25][CH:26]=[CH:27][CH:28]=1, predict the reactants needed to synthesize it. The reactants are: C(OC(=O)[NH:7][C:8]1[CH:12]=[C:11]([C:13](=[O:29])[NH:14][CH:15]2[CH2:20][CH2:19][CH2:18][CH2:17][CH:16]2[O:21][CH2:22][C:23]2[CH:28]=[CH:27][CH:26]=[CH:25][CH:24]=2)[N:10]([CH2:30][C:31](=[O:47])[NH:32][CH:33]2[CH2:38][CH2:37][CH2:36][CH2:35][CH:34]2[O:39][CH2:40][C:41]2[CH:46]=[CH:45][CH:44]=[CH:43][CH:42]=2)[N:9]=1)(C)(C)C.Cl.O1CCOCC1.